Dataset: Full USPTO retrosynthesis dataset with 1.9M reactions from patents (1976-2016). Task: Predict the reactants needed to synthesize the given product. (1) Given the product [C:1]([C:5]1[CH:6]=[C:7]([C:13](=[O:15])[CH3:14])[CH:8]=[C:9]([I:12])[C:10]=1[O:11][CH3:18])([CH3:4])([CH3:2])[CH3:3], predict the reactants needed to synthesize it. The reactants are: [C:1]([C:5]1[CH:6]=[C:7]([C:13](=[O:15])[CH3:14])[CH:8]=[C:9]([I:12])[C:10]=1[OH:11])([CH3:4])([CH3:3])[CH3:2].CI.[C:18](=O)([O-])[O-].[K+].[K+].Cl. (2) Given the product [Br:25][CH2:14][CH:13]([C:10]1[C:11]2[C:6](=[CH:5][CH:4]=[C:3]([O:2][CH3:1])[CH:12]=2)[CH:7]=[CH:8][CH:9]=1)[F:15], predict the reactants needed to synthesize it. The reactants are: [CH3:1][O:2][C:3]1[CH:12]=[C:11]2[C:6]([CH:7]=[CH:8][CH:9]=[C:10]2[CH:13]=[CH2:14])=[CH:5][CH:4]=1.[FH:15].F.F.C(N(CC)CC)C.[Br:25]N1C(=O)CCC1=O.N. (3) Given the product [C:12]1([C:11]([NH:19][C:20](=[S:21])[NH:10][C:9]2[CH:8]=[CH:7][S:6][C:5]=2[C:3]([O:2][CH3:1])=[O:4])=[O:18])[CH:17]=[CH:16][CH:15]=[CH:14][CH:13]=1, predict the reactants needed to synthesize it. The reactants are: [CH3:1][O:2][C:3]([C:5]1[S:6][CH:7]=[CH:8][C:9]=1[NH2:10])=[O:4].[C:11]([N:19]=[C:20]=[S:21])(=[O:18])[C:12]1[CH:17]=[CH:16][CH:15]=[CH:14][CH:13]=1. (4) The reactants are: [OH:1][CH2:2][C:3]([C@H:5]([C@@H:7]([C@@H:9]([CH2:11][OH:12])[OH:10])[OH:8])[OH:6])=[O:4].C(O)(=O)C(C)O. Given the product [O:1]=[CH:2][C@@H:3]([C@H:5]([C@@H:7]([C@@H:9]([CH2:11][OH:12])[OH:10])[OH:8])[OH:6])[OH:4], predict the reactants needed to synthesize it. (5) Given the product [CH3:9][S:10]([C:13]1[CH:14]=[CH:15][C:16]([CH2:17][O:18][C:19]2[CH:20]=[N:21][C:22]([N:25]3[CH2:30][CH2:29][N:28]([C:33]([O:42][CH:43]4[CH2:46][O:45][CH2:44]4)=[O:34])[CH2:27][CH2:26]3)=[N:23][CH:24]=2)=[CH:31][CH:32]=1)(=[O:12])=[O:11], predict the reactants needed to synthesize it. The reactants are: C(N(CC)CC)C.Cl.[CH3:9][S:10]([C:13]1[CH:32]=[CH:31][C:16]([CH2:17][O:18][C:19]2[CH:20]=[N:21][C:22]([N:25]3[CH2:30][CH2:29][NH:28][CH2:27][CH2:26]3)=[N:23][CH:24]=2)=[CH:15][CH:14]=1)(=[O:12])=[O:11].[C:33](=O)([O:42][CH:43]1[CH2:46][O:45][CH2:44]1)[O:34]N1C(=O)CCC1=O. (6) Given the product [CH:1]1([CH2:7][O:8][C:9]2[CH:10]=[CH:11][C:12]([C:13]([NH:32][C:30]3[CH:29]=[CH:28][C:26]4[N:27]=[C:23]([N:22]([CH2:21][CH2:20][N:19]([CH3:18])[CH3:34])[CH3:33])[S:24][C:25]=4[CH:31]=3)=[O:15])=[CH:16][CH:17]=2)[CH2:2][CH2:3][CH2:4][CH2:5][CH2:6]1, predict the reactants needed to synthesize it. The reactants are: [CH:1]1([CH2:7][O:8][C:9]2[CH:17]=[CH:16][C:12]([C:13]([OH:15])=O)=[CH:11][CH:10]=2)[CH2:6][CH2:5][CH2:4][CH2:3][CH2:2]1.[CH3:18][N:19]([CH3:34])[CH2:20][CH2:21][N:22]([CH3:33])[C:23]1[S:24][C:25]2[CH:31]=[C:30]([NH2:32])[CH:29]=[CH:28][C:26]=2[N:27]=1. (7) The reactants are: [Cl:1][C:2]1[CH:10]=[CH:9][C:8]2[NH:7][C:6]3[CH2:11][CH2:12][N:13]([CH3:16])[CH2:14][CH2:15][C:5]=3[C:4]=2[CH:3]=1.[O-]P([O-])([O-])=O.[K+].[K+].[K+].Br[CH:26]=[C:27]([C:29]1[CH:34]=[CH:33][N:32]=[CH:31][CH:30]=1)[CH3:28].N1CCC[C@H]1C(O)=O. Given the product [Cl:1][C:2]1[CH:10]=[CH:9][C:8]2[N:7](/[CH:26]=[C:27](/[C:29]3[CH:34]=[CH:33][N:32]=[CH:31][CH:30]=3)\[CH3:28])[C:6]3[CH2:11][CH2:12][N:13]([CH3:16])[CH2:14][CH2:15][C:5]=3[C:4]=2[CH:3]=1, predict the reactants needed to synthesize it.